This data is from Peptide-MHC class I binding affinity with 185,985 pairs from IEDB/IMGT. The task is: Regression. Given a peptide amino acid sequence and an MHC pseudo amino acid sequence, predict their binding affinity value. This is MHC class I binding data. The peptide sequence is WTMKILIGV. The binding affinity (normalized) is 0.206. The MHC is HLA-A26:01 with pseudo-sequence HLA-A26:01.